From a dataset of Full USPTO retrosynthesis dataset with 1.9M reactions from patents (1976-2016). Predict the reactants needed to synthesize the given product. (1) Given the product [CH:2](/[C:10]1[CH:9]=[C:8]([O:7][CH3:6])[CH:15]=[C:14]([O:16][CH3:17])[CH:13]=1)=[CH:3]\[CH2:4][CH3:5], predict the reactants needed to synthesize it. The reactants are: [Li][CH2:2][CH2:3][CH2:4][CH3:5].[CH3:6][O:7][C:8]1[CH:9]=[C:10]([CH:13]=[C:14]([O:16][CH3:17])[CH:15]=1)C=O. (2) The reactants are: C[O:2][C:3]([C@@H:5]1[CH2:9][C:8](=[CH2:10])[CH2:7][C@H:6]1[C:11](=[O:20])[NH:12][C:13]1[CH:18]=[CH:17][C:16]([Cl:19])=[CH:15][CH:14]=1)=[O:4]. Given the product [Cl:19][C:16]1[CH:15]=[CH:14][C:13]([NH:12][C:11]([C@@H:6]2[CH2:7][C:8](=[CH2:10])[CH2:9][C@H:5]2[C:3]([OH:4])=[O:2])=[O:20])=[CH:18][CH:17]=1, predict the reactants needed to synthesize it.